This data is from Forward reaction prediction with 1.9M reactions from USPTO patents (1976-2016). The task is: Predict the product of the given reaction. (1) Given the reactants [NH2:1][C:2]1[CH:3]=[CH:4][C:5]([F:29])=[C:6]([C@:8]23[CH2:16][O:15][C@H:14]([C:17]([F:20])([F:19])[F:18])[C@H:13]2[CH2:12][S:11][C:10]([NH:21]C(=O)OC(C)(C)C)=[N:9]3)[CH:7]=1.[CH3:30][C:31]1[N:32]=[CH:33][C:34]([C:37](O)=[O:38])=[N:35][CH:36]=1, predict the reaction product. The product is: [NH2:21][C:10]1[S:11][CH2:12][C@@H:13]2[C@@H:14]([C:17]([F:19])([F:20])[F:18])[O:15][CH2:16][C@:8]2([C:6]2[CH:7]=[C:2]([NH:1][C:37]([C:34]3[CH:33]=[N:32][C:31]([CH3:30])=[CH:36][N:35]=3)=[O:38])[CH:3]=[CH:4][C:5]=2[F:29])[N:9]=1. (2) Given the reactants Cl.O1CCOCC1.C(OC([N:15]1[CH2:20][CH:19]=[C:18]([C:21]2[CH:26]=[CH:25][C:24]([C:27]3[N:32]=[CH:31][CH:30]=[CH:29][N:28]=3)=[CH:23][N:22]=2)[CH2:17][CH2:16]1)=O)(C)(C)C.O.[OH-].[Na+], predict the reaction product. The product is: [N:28]1[CH:29]=[CH:30][CH:31]=[N:32][C:27]=1[C:24]1[CH:25]=[CH:26][C:21]([C:18]2[CH2:19][CH2:20][NH:15][CH2:16][CH:17]=2)=[N:22][CH:23]=1. (3) Given the reactants [Br:1][C:2]1[CH:3]=[N:4][C:5]2[N:6]([N:8]=[C:9]([C:11]([OH:13])=O)[CH:10]=2)[CH:7]=1.[Br:14][C:15]1[CH:20]=[CH:19][C:18]([C:21]2[CH2:22][CH:23]([CH3:27])[NH:24][CH2:25][CH:26]=2)=[CH:17][CH:16]=1, predict the reaction product. The product is: [Br:14][C:15]1[CH:20]=[CH:19][C:18]([C:21]2[CH2:22][CH:23]([CH3:27])[N:24]([C:11]([C:9]3[CH:10]=[C:5]4[N:4]=[CH:3][C:2]([Br:1])=[CH:7][N:6]4[N:8]=3)=[O:13])[CH2:25][CH:26]=2)=[CH:17][CH:16]=1. (4) The product is: [Cl:28][C:29]1[CH:30]=[CH:31][C:32]([C:35]2[N:36]=[C:37]3[CH:42]=[CH:41][C:40]([C:43]([NH:55][CH2:54][CH2:53][CH2:52][O:51][CH3:50])=[O:45])=[CH:39][N:38]3[C:46]=2[CH2:47][OH:48])=[CH:33][CH:34]=1. Given the reactants C(N(C(C)C)CC)(C)C.CCCP1(OP(CCC)(=O)OP(CCC)(=O)O1)=O.[Cl:28][C:29]1[CH:34]=[CH:33][C:32]([C:35]2[N:36]=[C:37]3[CH:42]=[CH:41][C:40]([C:43]([O-:45])=O)=[CH:39][N:38]3[C:46]=2[CH2:47][OH:48])=[CH:31][CH:30]=1.[Na+].[CH3:50][O:51][CH2:52][CH2:53][CH2:54][NH2:55], predict the reaction product. (5) Given the reactants [NH2:1][C@@H:2]1[CH2:21][C:20]2=[CH:22][CH:23]=[C:17]([CH:18]=[CH:19]2)[O:16][CH2:15][CH2:14][CH2:13][CH2:12][CH2:11][CH2:10][CH2:9][CH2:8][O:7][CH2:6][C@H:5]([CH:24]([CH3:26])[CH3:25])[NH:4][C:3]1=[O:27].[C:28](N1C=CN=C1)(N1C=CN=C1)=[O:29].C(N(CC)CC)C.Cl.[NH2:48][C@@H:49]([CH2:57][CH2:58][CH2:59][CH2:60][NH:61]C(OC(C)(C)C)=O)[C:50]([O:52]C(C)(C)C)=[O:51], predict the reaction product. The product is: [NH2:61][CH2:60][CH2:59][CH2:58][CH2:57][C@H:49]([NH:48][C:28]([NH:1][C@@H:2]1[CH2:21][C:20]2=[CH:19][CH:18]=[C:17]([CH:23]=[CH:22]2)[O:16][CH2:15][CH2:14][CH2:13][CH2:12][CH2:11][CH2:10][CH2:9][CH2:8][O:7][CH2:6][C@H:5]([CH:24]([CH3:25])[CH3:26])[NH:4][C:3]1=[O:27])=[O:29])[C:50]([OH:52])=[O:51]. (6) Given the reactants Cl.Cl.Cl.[S:4]1[C:12]2[CH:11]=[CH:10][N:9]=[C:8]([N:13]3[CH2:18][CH2:17][N:16]([CH2:19][CH2:20][C@H:21]4[CH2:26][CH2:25][C@H:24]([NH2:27])[CH2:23][CH2:22]4)[CH2:15][CH2:14]3)[C:7]=2[CH:6]=[CH:5]1.[CH3:28][O:29][CH2:30][C:31](O)=[O:32], predict the reaction product. The product is: [CH3:28][O:29][CH2:30][C:31]([NH:27][C@H:24]1[CH2:25][CH2:26][C@H:21]([CH2:20][CH2:19][N:16]2[CH2:17][CH2:18][N:13]([C:8]3[C:7]4[CH:6]=[CH:5][S:4][C:12]=4[CH:11]=[CH:10][N:9]=3)[CH2:14][CH2:15]2)[CH2:22][CH2:23]1)=[O:32]. (7) Given the reactants [F-:1].[K+].[C:3]([S:22][CH2:23][CH2:24][NH:25][C:26]([C:28]1[CH:39]=[CH:38][C:31]([CH2:32]OS(C)(=O)=O)=[CH:30][CH:29]=1)=[O:27])([C:16]1[CH:21]=[CH:20][CH:19]=[CH:18][CH:17]=1)([C:10]1[CH:15]=[CH:14][CH:13]=[CH:12][CH:11]=1)[C:4]1[CH:9]=[CH:8][CH:7]=[CH:6][CH:5]=1.O, predict the reaction product. The product is: [F:1][CH2:32][C:31]1[CH:38]=[CH:39][C:28]([C:26]([NH:25][CH2:24][CH2:23][S:22][C:3]([C:16]2[CH:21]=[CH:20][CH:19]=[CH:18][CH:17]=2)([C:10]2[CH:15]=[CH:14][CH:13]=[CH:12][CH:11]=2)[C:4]2[CH:9]=[CH:8][CH:7]=[CH:6][CH:5]=2)=[O:27])=[CH:29][CH:30]=1.